Dataset: Reaction yield outcomes from USPTO patents with 853,638 reactions. Task: Predict the reaction yield, written as a fraction of the theoretical maximum amount of product (1.0 means a 100% yield; for example, 0.34 means a 34% yield). (1) The reactants are Cl[C:2]1[N:7]=[C:6]([NH:8][C:9]([C:11]2([C:14]3[CH:24]=[CH:23][C:17]4[O:18][C:19]([F:22])([F:21])[O:20][C:16]=4[CH:15]=3)[CH2:13][CH2:12]2)=[O:10])[CH:5]=[CH:4][C:3]=1[CH3:25].[Cl:26][C:27]1[CH:28]=[C:29](B2OC(C)(C)C(C)(C)O2)[C:30]([O:33][CH3:34])=[N:31][CH:32]=1.C(=O)([O-])[O-].[Na+].[Na+]. The catalyst is COCCOC.C1C=CC([P]([Pd]([P](C2C=CC=CC=2)(C2C=CC=CC=2)C2C=CC=CC=2)([P](C2C=CC=CC=2)(C2C=CC=CC=2)C2C=CC=CC=2)[P](C2C=CC=CC=2)(C2C=CC=CC=2)C2C=CC=CC=2)(C2C=CC=CC=2)C2C=CC=CC=2)=CC=1. The product is [Cl:26][C:27]1[CH:28]=[C:29]([C:2]2[C:3]([CH3:25])=[CH:4][CH:5]=[C:6]([NH:8][C:9]([C:11]3([C:14]4[CH:24]=[CH:23][C:17]5[O:18][C:19]([F:21])([F:22])[O:20][C:16]=5[CH:15]=4)[CH2:13][CH2:12]3)=[O:10])[N:7]=2)[C:30]([O:33][CH3:34])=[N:31][CH:32]=1. The yield is 0.390. (2) The reactants are CC(C)([O-])C.[Na+].[F:7][CH2:8][CH:9]([OH:12])[CH2:10][F:11].Br[CH2:14][C:15]([O:17][CH2:18][C:19]1[CH:24]=[CH:23][CH:22]=[CH:21][CH:20]=1)=[O:16].C([O-])(O)=O.[Na+]. The catalyst is CN(C=O)C.C(OCC)(=O)C.C1COCC1. The product is [F:7][CH2:8][CH:9]([O:12][CH2:14][C:15]([O:17][CH2:18][C:19]1[CH:24]=[CH:23][CH:22]=[CH:21][CH:20]=1)=[O:16])[CH2:10][F:11]. The yield is 0.430. (3) The catalyst is CN(C1C=CN=CC=1)C.C(Cl)Cl.C(Cl)Cl.C1COCC1. The product is [CH:48]([C@H:40]1[NH:39][C:37](=[O:38])[C@@H:36]([CH2:51][S:52][C:53]([C:54]2[CH:55]=[CH:56][CH:57]=[CH:58][CH:59]=2)([C:66]2[CH:67]=[CH:68][CH:69]=[CH:70][CH:71]=2)[C:60]2[CH:65]=[CH:64][CH:63]=[CH:62][CH:61]=2)[NH:35][C:33](=[O:34])[C@@H:32]([CH3:72])[NH:31][C:29](=[O:30])[CH2:28][C@@H:27](/[CH:73]=[CH:74]/[CH2:75][CH2:76][S:77][C:17]([C:9]2[CH:8]=[CH:13][CH:12]=[CH:11][CH:10]=2)([C:8]2[CH:13]=[CH:12][CH:11]=[CH:10][CH:9]=2)[C:9]2[CH:10]=[CH:11][CH:12]=[CH:13][CH:8]=2)[O:46][C:45](=[O:47])[CH2:44][NH:43][C:41]1=[O:42])([CH3:49])[CH3:50]. The reactants are [CH3:17][C:9]1[CH:10]=[CH:11][CH:12]=[C:13]([N+]([O-])=O)[C:8]=1C(OC(=O)[C:8]1[C:13]([N+]([O-])=O)=[CH:12][CH:11]=[CH:10][C:9]=1[CH3:17])=O.O[C@H:27](/[CH:73]=[CH:74]/[CH2:75][CH2:76][S:77]C(C1C=CC=CC=1)(C1C=CC=CC=1)C1C=CC=CC=1)[CH2:28][C:29]([NH:31][C@H:32]([CH3:72])[C:33]([NH:35][C@H:36]([CH2:51][S:52][C:53]([C:66]1[CH:71]=[CH:70][CH:69]=[CH:68][CH:67]=1)([C:60]1[CH:65]=[CH:64][CH:63]=[CH:62][CH:61]=1)[C:54]1[CH:59]=[CH:58][CH:57]=[CH:56][CH:55]=1)[C:37]([NH:39][C@H:40]([CH:48]([CH3:50])[CH3:49])[C:41]([NH:43][CH2:44][C:45]([OH:47])=[O:46])=[O:42])=[O:38])=[O:34])=[O:30].Cl. The yield is 0.700. (4) The reactants are [CH3:1][C@@H:2]1[CH2:6][CH2:5][C:4](=C(C)C)[CH:3]1[C:10]([O:12][CH2:13][CH3:14])=[O:11].C(=O)=[O:16].C(O)(C)C. The catalyst is C(OCC)(=O)C. The product is [CH3:1][C@@H:2]1[CH2:6][CH2:5][C:4](=[O:16])[CH:3]1[C:10]([O:12][CH2:13][CH3:14])=[O:11]. The yield is 0.960. (5) The reactants are [C:1]([C:5]1C=C(C2C=CC=C(C3N=C(C)C4C(C=3)=CC([O:27]C)=C(OC)C=4)C=2)[CH:8]=[CH:9][CH:10]=1)(C)(C)[CH3:2].[O:32]1[CH2:37][CH2:36]O[CH2:34][CH2:33]1. No catalyst specified. The product is [CH3:34][CH2:33][O:32][C:37]([CH3:36])=[O:27].[CH3:2][CH2:1][CH2:5][CH2:10][CH2:9][CH3:8]. The yield is 0.580.